This data is from Full USPTO retrosynthesis dataset with 1.9M reactions from patents (1976-2016). The task is: Predict the reactants needed to synthesize the given product. (1) Given the product [Br:24][CH2:3][CH2:2][CH:1]=[C:4]1[C:14]2[C:9](=[N:10][CH:11]=[CH:12][CH:13]=2)[O:8][C:7]2[CH:15]=[CH:16][CH:17]=[CH:18][C:6]=2[CH2:5]1, predict the reactants needed to synthesize it. The reactants are: [CH:1]1([C:4]2(O)[C:14]3[C:9](=[N:10][CH:11]=[CH:12][CH:13]=3)[O:8][C:7]3[CH:15]=[CH:16][CH:17]=[CH:18][C:6]=3[CH2:5]2)[CH2:3][CH2:2]1.C(O)(=O)C.[BrH:24]. (2) The reactants are: [CH3:1][O:2][C:3]1[CH:12]=[C:11]2[C:6]([CH:7]=[C:8]([C:14]([NH:16][C:17]3[CH:18]=[C:19]([CH:23]=[CH:24][C:25]=3[CH3:26])[C:20](O)=[O:21])=[O:15])[C:9](=[O:13])[NH:10]2)=[CH:5][N:4]=1.[Cl:27][C:28]1[CH:35]=[CH:34][CH:33]=[CH:32][C:29]=1[CH2:30][NH2:31]. Given the product [Cl:27][C:28]1[CH:35]=[CH:34][CH:33]=[CH:32][C:29]=1[CH2:30][NH:31][C:20]([C:19]1[CH:23]=[CH:24][C:25]([CH3:26])=[C:17]([NH:16][C:14]([C:8]2[C:9](=[O:13])[NH:10][C:11]3[C:6]([CH:7]=2)=[CH:5][N:4]=[C:3]([O:2][CH3:1])[CH:12]=3)=[O:15])[CH:18]=1)=[O:21], predict the reactants needed to synthesize it. (3) Given the product [CH3:2][CH2:1][O:3][C:4]([C:6]1[N:7]([C:26]2[CH:31]=[CH:30][C:29]([O:32][CH:33]3[CH2:37][CH2:36][CH2:35][CH2:34]3)=[CH:28][CH:27]=2)[C:8]2[C:13]([C:14]=1[C:45]([OH:47])=[O:46])=[CH:12][C:11]([C:16]1[CH:21]=[CH:20][C:19]([C:22]([F:25])([F:24])[F:23])=[CH:18][CH:17]=1)=[CH:10][CH:9]=2)=[O:5], predict the reactants needed to synthesize it. The reactants are: [CH2:1]([O:3][C:4]([C:6]1[N:7]([C:26]2[CH:31]=[CH:30][C:29]([O:32][CH:33]3[CH2:37][CH2:36][CH2:35][CH2:34]3)=[CH:28][CH:27]=2)[C:8]2[C:13]([C:14]=1I)=[CH:12][C:11]([C:16]1[CH:21]=[CH:20][C:19]([C:22]([F:25])([F:24])[F:23])=[CH:18][CH:17]=1)=[CH:10][CH:9]=2)=[O:5])[CH3:2].C([Mg]Cl)(C)C.[Li+].[Cl-].[C:45](=[O:47])=[O:46].